Task: Binary Classification. Given a drug SMILES string, predict its activity (active/inactive) in a high-throughput screening assay against a specified biological target.. Dataset: Cav3 T-type calcium channel HTS with 100,875 compounds (1) The compound is S(=O)(=O)(N(CC)CC)c1cc(sc1)C(=O)NCc1ccccc1. The result is 0 (inactive). (2) The molecule is s\1\c(n(CC(=O)N2CCOCC2)c(=O)c1=C/c1c(OC)cccc1)=C/C(OCC)=O. The result is 0 (inactive). (3) The molecule is O(CCCC)C(=O)Nc1cc(ccc1)C(OCC)=O. The result is 0 (inactive). (4) The compound is S(c1n(nnn1)c1ccc(OC)cc1)CC=C. The result is 0 (inactive). (5) The result is 0 (inactive). The compound is O=c1n2[nH]cnc2nc(c1CCC(C)C)C.